This data is from Full USPTO retrosynthesis dataset with 1.9M reactions from patents (1976-2016). The task is: Predict the reactants needed to synthesize the given product. (1) Given the product [CH3:1][CH2:2][CH:3]([C:20]([O-:22])=[O:21])[CH2:4][CH:5]([C:17]([O-:19])=[O:18])[CH2:6][CH:7]([C:14]([O-:16])=[O:15])[CH2:8][CH:9]([C:11]([O-:13])=[O:12])[CH3:10].[Na+:23].[Na+:23].[Na+:23].[Na+:23].[C:27]([O-:46])(=[O:45])[CH2:28][CH2:29][CH2:30][CH2:31][CH2:32][CH2:33][CH2:34][CH2:35][CH2:36][CH2:37][CH2:38][CH2:39][CH2:40][CH2:41][CH2:42][CH2:43][CH3:44].[Ca+2:47].[C:48]([O-:67])(=[O:66])[CH2:49][CH2:50][CH2:51][CH2:52][CH2:53][CH2:54][CH2:55][CH2:56][CH2:57][CH2:58][CH2:59][CH2:60][CH2:61][CH2:62][CH2:63][CH2:64][CH3:65], predict the reactants needed to synthesize it. The reactants are: [CH3:1][CH2:2][CH:3]([C:20]([O-:22])=[O:21])[CH2:4][CH:5]([C:17]([O-:19])=[O:18])[CH2:6][CH:7]([C:14]([O-:16])=[O:15])[CH2:8][CH:9]([C:11]([O-:13])=[O:12])[CH3:10].[Na+:23].[Na+].[Na+].[Na+].[C:27]([O-:46])(=[O:45])[CH2:28][CH2:29][CH2:30][CH2:31][CH2:32][CH2:33][CH2:34][CH2:35][CH2:36][CH2:37][CH2:38][CH2:39][CH2:40][CH2:41][CH2:42][CH2:43][CH3:44].[Ca+2:47].[C:48]([O-:67])(=[O:66])[CH2:49][CH2:50][CH2:51][CH2:52][CH2:53][CH2:54][CH2:55][CH2:56][CH2:57][CH2:58][CH2:59][CH2:60][CH2:61][CH2:62][CH2:63][CH2:64][CH3:65]. (2) The reactants are: [CH3:1][C:2]([CH2:7][CH2:8][CH:9]=[C:10]([CH3:12])[CH3:11])=[CH:3][CH:4]([OH:6])[CH3:5].C(C(=CC1C=CC=CC=1)C=O)CCCC.CC(C)[O-].[Al+3].CC(C)[O-].CC(C)[O-]. Given the product [CH3:1][C:2]([CH2:7][CH2:8][CH:9]=[C:10]([CH3:12])[CH3:11])=[CH:3][C:4](=[O:6])[CH3:5], predict the reactants needed to synthesize it. (3) The reactants are: C[O:2][C:3](=[O:43])[C@@H:4]([NH:20][C:21](=[O:42])[C:22]1[CH:27]=[CH:26][C:25]([I:28])=[CH:24][C:23]=1[NH:29][S:30]([C:33]1[C:38]2=[N:39][S:40][N:41]=[C:37]2[CH:36]=[CH:35][CH:34]=1)(=[O:32])=[O:31])[CH:5]([C:13]1[CH:18]=[CH:17][C:16]([Cl:19])=[CH:15][CH:14]=1)[C:6]1[CH:11]=[CH:10][C:9]([Cl:12])=[CH:8][CH:7]=1.N1SN=C2C(S(NC3C=C(I)C=CC=3C(O)=O)(=O)=O)=CC=CC=12.COC(=O)[C@@H](N)C(C1C=CC(Cl)=CC=1)C1C=CC(Cl)=CC=1. Given the product [N:41]1[S:40][N:39]=[C:38]2[C:33]([S:30]([NH:29][C:23]3[CH:24]=[C:25]([I:28])[CH:26]=[CH:27][C:22]=3[C:21]([NH:20][C@@H:4]([CH:5]([C:6]3[CH:11]=[CH:10][C:9]([Cl:12])=[CH:8][CH:7]=3)[C:13]3[CH:14]=[CH:15][C:16]([Cl:19])=[CH:17][CH:18]=3)[C:3]([OH:43])=[O:2])=[O:42])(=[O:31])=[O:32])=[CH:34][CH:35]=[CH:36][C:37]=12, predict the reactants needed to synthesize it. (4) Given the product [Cl:16][C:15]1[C:6]([NH:5][C:3](=[O:4])[CH2:2][NH:34][C:33]2[CH:35]=[CH:36][C:37]([F:38])=[C:31]([F:30])[CH:32]=2)=[C:7]2[C:12](=[CH:13][CH:14]=1)[N:11]=[C:10]([N:17]1[CH2:21][CH2:20][C@@H:19]([OH:22])[CH2:18]1)[CH:9]=[CH:8]2, predict the reactants needed to synthesize it. The reactants are: Cl[CH2:2][C:3]([NH:5][C:6]1[C:15]([Cl:16])=[CH:14][CH:13]=[C:12]2[C:7]=1[CH:8]=[CH:9][C:10]([N:17]1[CH2:21][CH2:20][C@@H:19]([O:22][Si](C(C)(C)C)(C)C)[CH2:18]1)=[N:11]2)=[O:4].[F:30][C:31]1[CH:32]=[C:33]([CH:35]=[CH:36][C:37]=1[F:38])[NH2:34].[F-].C([N+](CCCC)(CCCC)CCCC)CCC. (5) Given the product [N:1]1[CH:6]=[CH:5][CH:4]=[C:3]([CH2:7][NH:8][C:9]([C:11]2[CH:12]=[C:13]([CH2:19][CH2:20][C:21]([OH:23])=[O:22])[CH:14]=[CH:15][C:16]=2[O:17][CH3:18])=[O:10])[CH:2]=1, predict the reactants needed to synthesize it. The reactants are: [N:1]1[CH:6]=[CH:5][CH:4]=[C:3]([CH2:7][NH:8][C:9]([C:11]2[CH:12]=[C:13]([CH2:19][CH2:20][C:21]([O:23]C)=[O:22])[CH:14]=[CH:15][C:16]=2[O:17][CH3:18])=[O:10])[CH:2]=1.[OH-].[Na+].